From a dataset of Forward reaction prediction with 1.9M reactions from USPTO patents (1976-2016). Predict the product of the given reaction. (1) Given the reactants C(NC(C)C)(C)C.[Li]CCCC.[CH2:13]([N:20]1[C:25](=[O:26])[CH:24]=[C:23]2[S:27][CH:28]=[CH:29][N:22]2[C:21]1=[O:30])[C:14]1[CH:19]=[CH:18][CH:17]=[CH:16][CH:15]=1.[CH2:31]([O:38][C:39](Cl)=[O:40])[C:32]1[CH:37]=[CH:36][CH:35]=[CH:34][CH:33]=1, predict the reaction product. The product is: [CH2:31]([O:38][C:39]([C:28]1[S:27][C:23]2[N:22]([C:21](=[O:30])[N:20]([CH2:13][C:14]3[CH:15]=[CH:16][CH:17]=[CH:18][CH:19]=3)[C:25](=[O:26])[CH:24]=2)[CH:29]=1)=[O:40])[C:32]1[CH:37]=[CH:36][CH:35]=[CH:34][CH:33]=1. (2) The product is: [C:36]1([CH2:35][CH:13]([C:11]([OH:12])=[O:10])[CH2:14][CH2:15][N:16]2[C:20]3[CH:21]=[CH:22][CH:23]=[C:24]([CH3:25])[C:19]=3[N:18]=[C:17]2[CH2:26][O:27][C:28]2[CH:33]=[CH:32][C:31]([Cl:34])=[CH:30][CH:29]=2)[CH:41]=[CH:40][CH:39]=[CH:38][CH:37]=1. Given the reactants O1CCCC1.CO.C([O:10][C:11]([CH:13]([CH2:35][C:36]1[CH:41]=[CH:40][CH:39]=[CH:38][CH:37]=1)[CH2:14][CH2:15][N:16]1[C:20]2[CH:21]=[CH:22][CH:23]=[C:24]([CH3:25])[C:19]=2[N:18]=[C:17]1[CH2:26][O:27][C:28]1[CH:33]=[CH:32][C:31]([Cl:34])=[CH:30][CH:29]=1)=[O:12])C.[OH-].[Li+], predict the reaction product. (3) The product is: [CH2:10]([O:17][C:18]([NH:20][C:21]1[C:22](=[O:28])[N:23]([CH2:2][C:3]([O:5][C:6]([CH3:9])([CH3:8])[CH3:7])=[O:4])[C:24]([CH3:27])=[CH:25][CH:26]=1)=[O:19])[C:11]1[CH:12]=[CH:13][CH:14]=[CH:15][CH:16]=1. Given the reactants Br[CH2:2][C:3]([O:5][C:6]([CH3:9])([CH3:8])[CH3:7])=[O:4].[CH2:10]([O:17][C:18]([NH:20][C:21]1[C:22](=[O:28])[NH:23][C:24]([CH3:27])=[CH:25][CH:26]=1)=[O:19])[C:11]1[CH:16]=[CH:15][CH:14]=[CH:13][CH:12]=1.C([O-])([O-])=O.[Cs+].[Cs+], predict the reaction product. (4) The product is: [Br:1][C:2]1[CH:3]=[C:4]([CH:19]=[C:20](/[CH:22]=[N:25]/[OH:26])[CH:21]=1)[O:5][CH:6]1[CH2:11][CH2:10][N:9]([C:12]([O:14][C:15]([CH3:18])([CH3:17])[CH3:16])=[O:13])[CH2:8][CH2:7]1. Given the reactants [Br:1][C:2]1[CH:3]=[C:4]([CH:19]=[C:20]([CH:22]=O)[CH:21]=1)[O:5][CH:6]1[CH2:11][CH2:10][N:9]([C:12]([O:14][C:15]([CH3:18])([CH3:17])[CH3:16])=[O:13])[CH2:8][CH2:7]1.Cl.[NH2:25][OH:26].C([O-])(=O)C.[Na+], predict the reaction product. (5) Given the reactants [CH3:1][C:2]1([CH3:21])[CH2:7][CH2:6][CH:5]([N:8]([C@H:16]2[CH2:20][CH2:19][NH:18][CH2:17]2)[C:9](=[O:15])[C:10]([CH3:14])([CH3:13])[CH2:11][F:12])[CH2:4][CH2:3]1.[C:22]([N:26]1[CH2:30][C@@H:29]([C:31]2[CH:36]=[CH:35][C:34]([Cl:37])=[CH:33][CH:32]=2)[C@H:28]([C:38](O)=[O:39])[CH2:27]1)([CH3:25])([CH3:24])[CH3:23], predict the reaction product. The product is: [ClH:37].[C:22]([N:26]1[CH2:30][C@@H:29]([C:31]2[CH:32]=[CH:33][C:34]([Cl:37])=[CH:35][CH:36]=2)[C@H:28]([C:38]([N:18]2[CH2:19][CH2:20][C@H:16]([N:8]([CH:5]3[CH2:6][CH2:7][C:2]([CH3:21])([CH3:1])[CH2:3][CH2:4]3)[C:9](=[O:15])[C:10]([CH3:13])([CH3:14])[CH2:11][F:12])[CH2:17]2)=[O:39])[CH2:27]1)([CH3:25])([CH3:24])[CH3:23].